From a dataset of Merck oncology drug combination screen with 23,052 pairs across 39 cell lines. Regression. Given two drug SMILES strings and cell line genomic features, predict the synergy score measuring deviation from expected non-interaction effect. (1) Drug 1: CC1CC2C3CCC4=CC(=O)C=CC4(C)C3(F)C(O)CC2(C)C1(O)C(=O)CO. Drug 2: CCc1cnn2c(NCc3ccc[n+]([O-])c3)cc(N3CCCCC3CCO)nc12. Cell line: OVCAR3. Synergy scores: synergy=-1.13. (2) Drug 1: C#Cc1cccc(Nc2ncnc3cc(OCCOC)c(OCCOC)cc23)c1. Synergy scores: synergy=17.3. Drug 2: Cn1cc(-c2cnn3c(N)c(Br)c(C4CCCNC4)nc23)cn1. Cell line: COLO320DM.